This data is from Forward reaction prediction with 1.9M reactions from USPTO patents (1976-2016). The task is: Predict the product of the given reaction. The product is: [ClH:35].[CH3:34][N:2]([CH3:1])[C:3]1([C:28]2[CH:29]=[CH:30][CH:31]=[CH:32][CH:33]=2)[CH2:4][CH2:5][C:6](=[CH:9][C:10]([NH:12][CH2:13][CH2:14][CH2:15][CH2:16][CH2:17][CH2:18][C:19]2[C:27]3[C:22](=[CH:23][CH:24]=[CH:25][CH:26]=3)[NH:21][CH:20]=2)=[O:11])[CH2:7][CH2:8]1. Given the reactants [CH3:1][N:2]([CH3:34])[C:3]1([C:28]2[CH:33]=[CH:32][CH:31]=[CH:30][CH:29]=2)[CH2:8][CH2:7][C:6](=[CH:9][C:10]([NH:12][CH2:13][CH2:14][CH2:15][CH2:16][CH2:17][CH2:18][C:19]2[C:27]3[C:22](=[CH:23][CH:24]=[CH:25][CH:26]=3)[NH:21][CH:20]=2)=[O:11])[CH2:5][CH2:4]1.[Cl:35][Si](C)(C)C.CCOCC, predict the reaction product.